Dataset: Experimentally validated miRNA-target interactions with 360,000+ pairs, plus equal number of negative samples. Task: Binary Classification. Given a miRNA mature sequence and a target amino acid sequence, predict their likelihood of interaction. (1) The miRNA is mmu-miR-466i-3p with sequence AUACACACACACAUACACACUA. The protein sequence of the target gene is MSLQLRSSARIPSGSISPFMRMAPLAFLLLFTLPQHLAEAAPSSVIAATELRCVCLTVTPKINPKLIANLEVIPAGPQCPTVEVIAKLKNQKEVCLDPEAPVIKKIIQKILGSDKKKAKRNALAVERTASVQ. Result: 1 (interaction). (2) The miRNA is hsa-miR-153-5p with sequence UCAUUUUUGUGAUGUUGCAGCU. The protein sequence of the target gene is MADKLVPSSPADASEPLFSFGVIADIQYADLEDGYNYQRSRRRYYRHSLIHLQGAIEDWNKESSMPCCVLQLGDIIDGYNAQYKVSEKSLELVMNTFQMLKVPVHHTWGNHEFYNFSRDYLASSKLNSKFLEDQIAQHPETTPSENYYAYHFVPFPKFRFILLDSYDLSVLGIDPSSPKYEQCMKMLREHNPNVELNSPQGLSEPQYVQFNGGFSQEQLNWLNEVLTFSDTNQEKVVIVSHLPIYPEASDSVCLAWNYVDALSIIWSHKCVVCFLAGHTHDGGYSEDPFGVHHVNLEGVI.... Result: 0 (no interaction). (3) The miRNA is mmu-miR-5106 with sequence AGGUCUGUAGCUCAGUUGGCAGA. Result: 0 (no interaction). The protein sequence of the target gene is MKGSNRNKDHSTEGEGDGKRPKRKCLQWHPLLAKKLLDFSEEEEEDEEEEDIDKVQLLEADGLEQDVAETEDDESPEQRARRPMNAFLLFCKRHRSLVRQEHPRLDNRGATKILADWWAVLDPKEKQKYTDMAKEYKDAFMKANPGYRWCPTTNKPVKSPTPTVNPRKKLWAFPPDSSRDLPTPKKAKTEVPQLNFGMADPTQMGGLSMLLLAGEHALGTPEASSGTCRPDISESPELRQKSPLFQFAEISSRTSHPDAPSKQCQASALFQFAEISSSTSQLGGTEPVKRCGNSALFQLA.... (4) The miRNA is hsa-miR-5692b with sequence AAUAAUAUCACAGUAGGUGU. The protein sequence of the target gene is MRPSGDEDRARRRRRRRRRRDLLLSQLCFLASVALLLWSLSSLREQKELDLMDLVGEDRKWMMARKLMQVNDTLTSEDAGLRNSKNCTEPALHEFPNDIFTNEDRRQGAVVLHVLCAIYMFYALAIVCDDFFVPSLEKICERLHLSEDVAGATFMAAGSSAPELFTSVIGVFITKGDVGVGTIVGSAVFNILCIIGVCGLFAGQVVALSSWCLLRDSIYYTLSVIALIVFIYDEKVSWWESLVLVLMYLIYIVIMKYNACIHQCFERRTKGAGNMVNGLANNAEIDDSSNCDATVVLLKK.... Result: 0 (no interaction). (5) The miRNA is mmu-miR-340-5p with sequence UUAUAAAGCAAUGAGACUGAUU. The protein sequence of the target gene is MGKDQELLEAARTGNVALVEKLLSGRKGGILGGGSGPLPLSNLLSIWRGPNVNCTDSSGYTALHHAALNGHKDIVLKLLQYEASTNVADNKGYFPIHLAAWKGDVEIVKILIHHGPSHSRVNEQNNENETALHCAAQYGHSEVVAVLLEELTDPTIRNSKLETPLDLAALYGRLRVVKMIISAHPNLMSCNTRKHTPLHLAARNGHKAVVQVLLEAGMDVSCQTEKGSALHEAALFGKVDVVRVLLETGIDANIKDSLGRTVLDILKEHPSQKSLQIATLLQDYLEGAGRSAAVLEEHAQ.... Result: 1 (interaction). (6) The miRNA is hsa-miR-8062 with sequence CAGUGAUUUGAGGAUUAUUGC. The protein sequence of the target gene is MERLVIRMPFSHLSTYSLVWVMAAVVLCTAQVQVVTQDEREQLYTPASLKCSLQNAQEALIVTWQKKKAVSPENMVTFSENHGVVIQPAYKDKINITQLGLQNSTITFWNITLEDEGCYMCLFNTFGFGKISGTACLTVYVQPIVSLHYKFSEDHLNITCSATARPAPMVFWKVPRSGIENSTVTLSHPNGTTSVTSILHIKDPKNQVGKEVICQVLHLGTVTDFKQTVNKGYWFSVPLLLSIVSLVILLVLISILLYWKRHRNQDRGELSQGVQKMT. Result: 0 (no interaction). (7) The miRNA is hsa-miR-7154-5p with sequence UUCAUGAACUGGGUCUAGCUUGG. The protein sequence of the target gene is MSEEQFGGDGAAAAATAAVGGSAGEQEGAMVAAAAQGPAAAAGSGSGGGGSAAGGTEGGSAEAEGAKIDASKNEEDEGHSNSSPRHTEAAAAQREEWKMFIGGLSWDTTKKDLKDYFSKFGEVVDCTLKLDPITGRSRGFGFVLFKESESVDKVMDQKEHKLNGKVIDPKRAKAMKTKEPVKKIFVGGLSPDTPEEKIREYFGGFGEVESIELPMDNKTNKRRGFCFITFKEEEPVKKIMEKKYHNVGLSKCEIKVAMSKEQYQQQQQWGSRGGFAGRARGRGGGPSQNWNQGYSNYWNQ.... Result: 0 (no interaction).